The task is: Predict the product of the given reaction.. This data is from Forward reaction prediction with 1.9M reactions from USPTO patents (1976-2016). (1) Given the reactants [CH:1]1([S:4]([N:7]2[CH2:12][CH2:11][N:10]([C:13]([C:15]3[NH:16][C:17]4[C:22]([CH:23]=3)=[CH:21][C:20]([C:24]([N:26]3[CH2:31][CH2:30][N:29]([CH:32]([CH3:34])[CH3:33])[CH2:28][CH2:27]3)=[O:25])=[CH:19][CH:18]=4)=[O:14])[CH2:9][CH2:8]2)(=[O:6])=[O:5])[CH2:3][CH2:2]1.[Cl:35][C:36]1[CH:41]=[CH:40][C:39](B(O)O)=[CH:38][N:37]=1, predict the reaction product. The product is: [Cl:35][C:36]1[N:37]=[CH:38][C:39]([N:16]2[C:17]3[C:22](=[CH:21][C:20]([C:24]([N:26]4[CH2:27][CH2:28][N:29]([CH:32]([CH3:34])[CH3:33])[CH2:30][CH2:31]4)=[O:25])=[CH:19][CH:18]=3)[CH:23]=[C:15]2[C:13]([N:10]2[CH2:9][CH2:8][N:7]([S:4]([CH:1]3[CH2:2][CH2:3]3)(=[O:5])=[O:6])[CH2:12][CH2:11]2)=[O:14])=[CH:40][CH:41]=1. (2) Given the reactants [F:1][C:2]1[CH:3]=[C:4]([CH:23]=[CH:24][C:25]=1[F:26])[C:5]([NH:7][C:8](=S)[NH:9][C:10]1[C:18]2[C:13](=[C:14]([O:20][CH3:21])[CH:15]=[CH:16][C:17]=2[F:19])[NH:12][N:11]=1)=[O:6].C(Cl)CCl.[C:31]([NH2:35])([CH3:34])([CH3:33])[CH3:32], predict the reaction product. The product is: [C:31]([NH:35][C:8]([NH:9][C:10]1[C:18]2[C:13](=[C:14]([O:20][CH3:21])[CH:15]=[CH:16][C:17]=2[F:19])[NH:12][N:11]=1)=[N:7][C:5](=[O:6])[C:4]1[CH:23]=[CH:24][C:25]([F:26])=[C:2]([F:1])[CH:3]=1)([CH3:34])([CH3:33])[CH3:32]. (3) The product is: [C:1]12([C:11]3[CH:16]=[C:15]4[C:14]([CH2:17][CH2:18][NH:19][CH2:24]4)=[CH:13][C:12]=3[O:20][CH:21]([CH3:23])[CH3:22])[CH2:2][CH:3]3[CH2:9][CH:7]([CH2:6][CH:5]([CH2:4]3)[CH2:10]1)[CH2:8]2. Given the reactants [C:1]12([C:11]3[CH:16]=[CH:15][C:14]([CH2:17][CH2:18][NH2:19])=[CH:13][C:12]=3[O:20][CH:21]([CH3:23])[CH3:22])[CH2:10][CH:5]3[CH2:6][CH:7]([CH2:9][CH:3]([CH2:4]3)[CH2:2]1)[CH2:8]2.[CH:24](O)=O, predict the reaction product. (4) Given the reactants [CH3:1][N:2]([CH2:4][C@H:5]([C:14]1([OH:20])[CH2:19][CH2:18][CH2:17][CH2:16][CH2:15]1)[C:6]1[CH:7]=[CH:8][C:9]([O:12][CH3:13])=[CH:10][CH:11]=1)[CH3:3], predict the reaction product. The product is: [CH3:1][N:2]([CH2:4][C@@H:5]([C:14]1([OH:20])[CH2:19][CH2:18][CH2:17][CH2:16][CH2:15]1)[C:6]1[CH:11]=[CH:10][C:9]([O:12][CH3:13])=[CH:8][CH:7]=1)[CH3:3]. (5) Given the reactants [CH3:1][S:2]([C:5]1[CH:10]=[CH:9][C:8]([N:11]2[CH2:16][CH2:15][N:14]([CH2:17][CH2:18][CH:19]3[CH2:24][CH2:23][NH:22][CH2:21][CH2:20]3)[CH2:13][CH2:12]2)=[CH:7][CH:6]=1)(=[O:4])=[O:3].CCN(CC)CC.Cl[C:33]([O:35][CH2:36][CH2:37][CH3:38])=[O:34].O, predict the reaction product. The product is: [CH2:36]([O:35][C:33]([N:22]1[CH2:23][CH2:24][CH:19]([CH2:18][CH2:17][N:14]2[CH2:13][CH2:12][N:11]([C:8]3[CH:9]=[CH:10][C:5]([S:2]([CH3:1])(=[O:4])=[O:3])=[CH:6][CH:7]=3)[CH2:16][CH2:15]2)[CH2:20][CH2:21]1)=[O:34])[CH2:37][CH3:38]. (6) Given the reactants [CH3:1][S:2][C:3]1[N:4]=[CH:5][C:6]2[CH:12]=[CH:11][C:10](=[O:13])[NH:9][C:7]=2[N:8]=1.Br[CH:15]([CH2:18][CH3:19])[CH2:16][CH3:17], predict the reaction product. The product is: [CH2:16]([CH:15]([N:9]1[C:7]2[N:8]=[C:3]([S:2][CH3:1])[N:4]=[CH:5][C:6]=2[CH:12]=[CH:11][C:10]1=[O:13])[CH2:18][CH3:19])[CH3:17]. (7) The product is: [C:9]([CH2:8][CH:7]([C:12]1[CH:17]=[CH:16][CH:15]=[CH:14][CH:13]=1)[CH:6]([C:18]1[CH:19]=[N:20][CH:21]=[CH:22][CH:23]=1)[C:5]([N:4]([CH:25]([CH3:27])[CH3:26])[CH:1]([CH3:3])[CH3:2])=[O:24])#[N:11]. Given the reactants [CH:1]([N:4]([CH:25]([CH3:27])[CH3:26])[C:5](=[O:24])[CH:6]([C:18]1[CH:19]=[N:20][CH:21]=[CH:22][CH:23]=1)[CH:7]([C:12]1[CH:17]=[CH:16][CH:15]=[CH:14][CH:13]=1)[CH2:8][C:9]([NH2:11])=O)([CH3:3])[CH3:2].O=S(Cl)Cl, predict the reaction product.